Regression. Given a target protein amino acid sequence and a drug SMILES string, predict the binding affinity score between them. We predict pKi (pKi = -log10(Ki in M); higher means stronger inhibition). Dataset: bindingdb_ki. From a dataset of Drug-target binding data from BindingDB using Ki measurements. The small molecule is CC(N)Cc1c[nH]c2ccc(OCc3cccs3)cc12. The target protein (P97292) has sequence MEPNGTVHSCCLDSIALKVTISVVLTTLIFITVAGNVVVCLAVSLNRRLRSLTNCFIVSLAATDLLLGLLVMPFSAIYQLSFKWSFGQVFCNIYTSLDVMLCTASILNLFMISLDRYCAVTDPLRYPVLVTPVRVAISLVFIWVISITLSFLSIHLGWNSRNGTRGGNDTFKCKVQVNEVYGLVDGMVTFYLPLLIMCVTYYRIFKIAREQAKRINHISSWKAATIREHKATVTLAAVMGAFIVCWFPYFTAFVYRGLRGDDAVNEVVEGIVLWLGYANSALNPILYATLNRDFRMAYQQLFHCKLASHNSHKTSLRLNNSLLSRSQSREGRWQEEKPLKLQVWSGTELTHPQGSPVRTRLSHSSCLLSLSLLSFIWKLGTWIHHRRPFQPSLHISA. The pKi is 5.0.